Dataset: CYP2D6 substrate classification data from Carbon-Mangels et al.. Task: Regression/Classification. Given a drug SMILES string, predict its absorption, distribution, metabolism, or excretion properties. Task type varies by dataset: regression for continuous measurements (e.g., permeability, clearance, half-life) or binary classification for categorical outcomes (e.g., BBB penetration, CYP inhibition). Dataset: cyp2d6_substrate_carbonmangels. The drug is COCCOC(=O)C1=C(C)NC(C)=C(C(=O)OC/C=C/c2ccccc2)[C@H]1c1cccc([N+](=O)[O-])c1. The result is 0 (non-substrate).